From a dataset of Reaction yield outcomes from USPTO patents with 853,638 reactions. Predict the reaction yield, written as a fraction of the theoretical maximum amount of product (1.0 means a 100% yield; for example, 0.34 means a 34% yield). (1) The catalyst is CN(C=O)C. The yield is 0.920. The reactants are [CH:1]([C:3]1[CH:4]=[C:5]([CH:9]=[CH:10][CH:11]=1)[C:6]([OH:8])=[O:7])=[CH2:2].CI.[C:14](=O)([O-])[O-].[K+].[K+].O. The product is [CH:1]([C:3]1[CH:4]=[C:5]([CH:9]=[CH:10][CH:11]=1)[C:6]([O:8][CH3:14])=[O:7])=[CH2:2]. (2) The reactants are Cl[C:2]1[CH:3]=[C:4]([C:10]2[N:15]=[C:14]([C:16]([NH2:18])=[O:17])[C:13]([NH:19][CH2:20][CH3:21])=[CH:12][CH:11]=2)[CH:5]=[CH:6][C:7]=1[C:8]#[N:9].[C:22]([C@:24]1([OH:31])[CH2:28][CH2:27][N:26]([CH3:29])[C:25]1=[O:30])#[CH:23]. No catalyst specified. The product is [C:8]([C:7]1[CH:6]=[CH:5][C:4]([C:10]2[N:15]=[C:14]([C:16]([NH2:18])=[O:17])[C:13]([NH:19][CH2:20][CH3:21])=[CH:12][CH:11]=2)=[CH:3][C:2]=1[C:23]#[C:22][C@:24]1([OH:31])[CH2:28][CH2:27][N:26]([CH3:29])[C:25]1=[O:30])#[N:9]. The yield is 0.0200. (3) The reactants are [F:1][C:2]1[CH:3]=[C:4]([NH:8][N:9]=[C:10]([C:13]#[N:14])[C:11]#[N:12])[CH:5]=[CH:6][CH:7]=1.FC1C=C(C=CC=1)N.C(#N)CC#N.O.[NH2:29][NH2:30]. No catalyst specified. The product is [NH2:14][C:13]1[C:10](=[N:9][NH:8][C:4]2[CH:5]=[CH:6][CH:7]=[C:2]([F:1])[CH:3]=2)[C:11]([NH2:12])=[N:30][N:29]=1. The yield is 0.370. (4) The reactants are [CH3:1][O:2][C:3]1[CH:4]=[C:5]2[C:10](=[CH:11][C:12]=1[O:13][CH3:14])[N:9]=[CH:8][CH:7]=[C:6]2[O:15][C:16]1[CH:22]=[CH:21][C:19]([NH2:20])=[CH:18][CH:17]=1.C1(C)C=CC=CC=1.C(N(CC)CC)C.Cl[C:38](Cl)([O:40][C:41](=[O:47])OC(Cl)(Cl)Cl)Cl.[CH3:49][C:50]1[CH:55]=[CH:54][C:53]([CH3:56])=[CH:52][C:51]=1[S:57][CH:58](C)[CH2:59]O. The catalyst is C(Cl)Cl. The product is [CH3:1][O:2][C:3]1[CH:4]=[C:5]2[C:10](=[CH:11][C:12]=1[O:13][CH3:14])[N:9]=[CH:8][CH:7]=[C:6]2[O:15][C:16]1[CH:22]=[CH:21][C:19]([NH:20][C:41](=[O:47])[O:40][CH2:38][CH2:59][CH2:58][S:57][C:51]2[CH:52]=[C:53]([CH3:56])[CH:54]=[CH:55][C:50]=2[CH3:49])=[CH:18][CH:17]=1. The yield is 0.370.